From a dataset of Full USPTO retrosynthesis dataset with 1.9M reactions from patents (1976-2016). Predict the reactants needed to synthesize the given product. Given the product [Cl:8][CH2:7][CH:6]([C:5]1[CH:10]=[CH:11][C:2]([Cl:1])=[CH:3][CH:4]=1)[OH:9], predict the reactants needed to synthesize it. The reactants are: [Cl:1][C:2]1[CH:11]=[CH:10][C:5]([C:6](=[O:9])[CH2:7][Cl:8])=[CH:4][CH:3]=1.C(=O)([O-])O.[Na+].[BH4-].[Na+].Cl.